This data is from Forward reaction prediction with 1.9M reactions from USPTO patents (1976-2016). The task is: Predict the product of the given reaction. (1) Given the reactants C(OC([N:8]([C:21]1[CH:22]=[C:23]([CH:53]=[CH:54][C:55]=1[O:56][CH3:57])[C:24]([O:26][C@H:27]([C:38]1[CH:43]=[CH:42][C:41]([O:44][CH:45]([F:47])[F:46])=[C:40]([O:48][CH2:49][CH:50]2[CH2:52][CH2:51]2)[CH:39]=1)[CH2:28][C:29]1[C:34]([Cl:35])=[CH:33][N+:32]([O-:36])=[CH:31][C:30]=1[Cl:37])=[O:25])[S:9]([CH2:12][CH2:13][N:14]1[CH2:19][CH2:18][N:17]([CH3:20])[CH2:16][CH2:15]1)(=[O:11])=[O:10])=O)(C)(C)C.O1CCOCC1, predict the reaction product. The product is: [Cl:35][C:34]1[CH:33]=[N+:32]([O-:36])[CH:31]=[C:30]([Cl:37])[C:29]=1[CH2:28][C@@H:27]([C:38]1[CH:43]=[CH:42][C:41]([O:44][CH:45]([F:46])[F:47])=[C:40]([O:48][CH2:49][CH:50]2[CH2:52][CH2:51]2)[CH:39]=1)[O:26][C:24](=[O:25])[C:23]1[CH:53]=[CH:54][C:55]([O:56][CH3:57])=[C:21]([NH:8][S:9]([CH2:12][CH2:13][N:14]2[CH2:15][CH2:16][N:17]([CH3:20])[CH2:18][CH2:19]2)(=[O:10])=[O:11])[CH:22]=1. (2) Given the reactants [C:1]([O:5][C:6](=[O:26])[NH:7][CH2:8][C:9]1[CH:14]=[CH:13][C:12]([CH2:15][NH:16][C:17]2[C:22]3[CH:23]=[CH:24][NH:25][C:21]=3[CH:20]=[CH:19][N:18]=2)=[CH:11][CH:10]=1)([CH3:4])([CH3:3])[CH3:2].[H-].[Na+].Br[CH2:30][C:31]1[CH:44]=[CH:43][C:34]([CH2:35][N:36]2[CH:41]=[CH:40][CH:39]=[CH:38][C:37]2=[O:42])=[CH:33][CH:32]=1, predict the reaction product. The product is: [C:1]([O:5][C:6](=[O:26])[NH:7][CH2:8][C:9]1[CH:14]=[CH:13][C:12]([CH2:15][NH:16][C:17]2[C:22]3[CH:23]=[CH:24][N:25]([CH2:30][C:31]4[CH:32]=[CH:33][C:34]([CH2:35][N:36]5[CH:41]=[CH:40][CH:39]=[CH:38][C:37]5=[O:42])=[CH:43][CH:44]=4)[C:21]=3[CH:20]=[CH:19][N:18]=2)=[CH:11][CH:10]=1)([CH3:4])([CH3:2])[CH3:3]. (3) Given the reactants C[Si]([O:5][C:6](=[O:11])/[CH:7]=[CH:8]/[CH2:9]Br)(C)C.[CH3:12][NH:13][CH3:14], predict the reaction product. The product is: [CH3:12][N:13]([CH3:14])[CH2:9]/[CH:8]=[CH:7]/[C:6]([OH:5])=[O:11]. (4) Given the reactants [NH2:1][C:2]1[CH:14]=[C:13]2[C:5]([C:6]3[CH:7]=[C:8]([Br:18])[CH:9]=[C:10]([C:15]([NH2:17])=[O:16])[C:11]=3[NH:12]2)=[CH:4][CH:3]=1.C([O-])(=O)C.[K+].C(OC)(OC)OC.O=[CH:32][CH2:33][N:34]([CH2:42][CH:43]=O)[C:35](=[O:41])[O:36][C:37]([CH3:40])([CH3:39])[CH3:38].C([BH3-])#N.[Na+], predict the reaction product. The product is: [Br:18][C:8]1[CH:7]=[C:6]2[C:11](=[C:10]([C:15](=[O:16])[NH2:17])[CH:9]=1)[NH:12][C:13]1[CH:14]=[C:2]([N:1]3[CH2:43][CH2:42][N:34]([C:35]([O:36][C:37]([CH3:39])([CH3:38])[CH3:40])=[O:41])[CH2:33][CH2:32]3)[CH:3]=[CH:4][C:5]2=1. (5) Given the reactants [CH3:1][C:2]1[CH:3]=[CH:4][CH:5]=[CH:6][C:7]=1[O:8][C@@H:9]([C:14]1[CH:15]=[CH:16][CH:17]=[CH:18][CH:19]=1)[CH2:10][CH2:11][NH:12][CH3:13].Cl.CC1C=CC=CC=1O[C@@H](C1C=CC=CC=1)CC[NH:32]C.CN(CCC(OC1C=CC=CC=1C)C1C=CC=CC=1)C.[Cl:60][C:61]([O:63]C1C=CC=CC=1)=[O:62], predict the reaction product. The product is: [CH3:1][C:2]1[CH:3]=[CH:4][CH:5]=[CH:6][C:7]=1[O:8][C@@H:9]([C:14]1[CH:19]=[CH:18][CH:17]=[CH:16][CH:15]=1)[CH2:10][CH2:11][NH:12][CH3:13].[ClH:60].[C:61](=[O:62])([O-:63])[NH2:32].